Dataset: Forward reaction prediction with 1.9M reactions from USPTO patents (1976-2016). Task: Predict the product of the given reaction. (1) Given the reactants [Cl:1][C:2]1[CH:23]=[CH:22][C:5]([CH2:6][N:7]2[CH:12]=[C:11]([C:13]3[CH:18]=[CH:17][C:16]([CH2:19]O)=[CH:15][CH:14]=3)[CH:10]=[CH:9][C:8]2=[O:21])=[CH:4][CH:3]=1.C1C(=O)N([Br:31])C(=O)C1.C1C=CC(P(C2C=CC=CC=2)C2C=CC=CC=2)=CC=1, predict the reaction product. The product is: [Cl:1][C:2]1[CH:23]=[CH:22][C:5]([CH2:6][N:7]2[CH:12]=[C:11]([C:13]3[CH:18]=[CH:17][C:16]([CH2:19][Br:31])=[CH:15][CH:14]=3)[CH:10]=[CH:9][C:8]2=[O:21])=[CH:4][CH:3]=1. (2) Given the reactants [F:1][C:2]1[CH:10]=[CH:9][C:8]([I:11])=[C:7]2[C:3]=1[CH:4](O)[N:5](C(C)(C1C=CC=CC=1)C)[C:6]2=[O:12].FC(F)(F)C(O)=O.C([SiH](CC)CC)C, predict the reaction product. The product is: [F:1][C:2]1[CH:10]=[CH:9][C:8]([I:11])=[C:7]2[C:3]=1[CH2:4][NH:5][C:6]2=[O:12]. (3) Given the reactants OC(C(F)(F)F)=O.[NH2:8][CH2:9][CH2:10][C:11]1[CH:16]=[CH:15][C:14]([N:17]2[S:21](=[O:23])(=[O:22])[N:20]([CH2:24][CH2:25][Si:26]([CH3:29])([CH3:28])[CH3:27])[C:19](=[O:30])[CH2:18]2)=[C:13]([O:31][CH2:32][C:33]2[CH:38]=[CH:37][CH:36]=[CH:35][CH:34]=2)[CH:12]=1.C(N(CC)CC)C.[CH:46]1([N:52]=[C:53]=[O:54])[CH2:51][CH2:50][CH2:49][CH2:48][CH2:47]1, predict the reaction product. The product is: [CH2:32]([O:31][C:13]1[CH:12]=[C:11]([CH2:10][CH2:9][NH:8][C:53]([NH:52][CH:46]2[CH2:51][CH2:50][CH2:49][CH2:48][CH2:47]2)=[O:54])[CH:16]=[CH:15][C:14]=1[N:17]1[CH2:18][C:19](=[O:30])[N:20]([CH2:24][CH2:25][Si:26]([CH3:27])([CH3:28])[CH3:29])[S:21]1(=[O:23])=[O:22])[C:33]1[CH:34]=[CH:35][CH:36]=[CH:37][CH:38]=1. (4) Given the reactants [CH:1]([C:3]1[CH:12]=[CH:11][C:6]([C:7]([O:9][CH3:10])=[O:8])=[CH:5][CH:4]=1)=O.[NH2:13][CH:14]([CH2:17][CH3:18])[CH2:15][CH3:16].[BH4-].[Na+], predict the reaction product. The product is: [CH3:16][CH2:15][CH:14]([NH:13][CH2:1][C:3]1[CH:12]=[CH:11][C:6]([C:7]([O:9][CH3:10])=[O:8])=[CH:5][CH:4]=1)[CH2:17][CH3:18]. (5) The product is: [Cl:1][C:2]1[N:7]=[C:6]([C:8]([F:11])([F:10])[F:9])[C:5]([C:12]([NH:21][C:20]2[CH:22]=[CH:23][C:17]([O:16][CH3:15])=[CH:18][C:19]=2[N+:24]([O-:26])=[O:25])=[O:13])=[CH:4][N:3]=1. Given the reactants [Cl:1][C:2]1[N:7]=[C:6]([C:8]([F:11])([F:10])[F:9])[C:5]([C:12](Cl)=[O:13])=[CH:4][N:3]=1.[CH3:15][O:16][C:17]1[CH:23]=[CH:22][C:20]([NH2:21])=[C:19]([N+:24]([O-:26])=[O:25])[CH:18]=1, predict the reaction product. (6) Given the reactants [Br:1][C:2]1[CH:7]=[C:6]([C:8]#[N:9])[CH:5]=[C:4](Br)[C:3]=1[NH:11][C:12]([NH2:14])=[S:13].C([O-])([O-])=O.[Cs+].[Cs+].O, predict the reaction product. The product is: [NH2:14][C:12]1[S:13][C:4]2[CH:5]=[C:6]([C:8]#[N:9])[CH:7]=[C:2]([Br:1])[C:3]=2[N:11]=1. (7) Given the reactants [NH:1]1[CH:5]=[CH:4][N:3]=[CH:2]1.[H-].[Na+].F[C:9]1[CH:14]=[CH:13][C:12]([C:15]([C:17]2[CH:22]=[CH:21][C:20]([N+:23]([O-:25])=[O:24])=[CH:19][CH:18]=2)=[O:16])=[CH:11][CH:10]=1.O, predict the reaction product. The product is: [N:1]1([C:9]2[CH:10]=[CH:11][C:12]([C:15]([C:17]3[CH:22]=[CH:21][C:20]([N+:23]([O-:25])=[O:24])=[CH:19][CH:18]=3)=[O:16])=[CH:13][CH:14]=2)[CH:5]=[CH:4][N:3]=[CH:2]1. (8) Given the reactants [O:1]1[C:5]2[CH:6]=[CH:7][C:8](/[C:10](=[N:21]/[O:22][CH3:23])/[CH2:11][O:12][C:13]3[CH:18]=[CH:17][C:16]([CH2:19][OH:20])=[CH:15][CH:14]=3)=[CH:9][C:4]=2[CH2:3][CH2:2]1.[C:24]([CH:26]([C:32]1[CH:37]=[CH:36][C:35](O)=[CH:34][CH:33]=1)[CH2:27][C:28]([O:30]C)=[O:29])#[N:25], predict the reaction product. The product is: [C:24]([CH:26]([C:32]1[CH:37]=[CH:36][C:35]([O:20][CH2:19][C:16]2[CH:17]=[CH:18][C:13]([O:12][CH2:11]/[C:10](/[C:8]3[CH:7]=[CH:6][C:5]4[O:1][CH2:2][CH2:3][C:4]=4[CH:9]=3)=[N:21]\[O:22][CH3:23])=[CH:14][CH:15]=2)=[CH:34][CH:33]=1)[CH2:27][C:28]([OH:30])=[O:29])#[N:25]. (9) Given the reactants [CH3:1][C:2]1[CH:11]=[CH:10][C:9]2[C:4](=[CH:5][CH:6]=[C:7]([NH2:12])[CH:8]=2)[N:3]=1.F[C:14]1[C:19]([C:20]2[N:25]=[C:24]([CH3:26])[N:23]=[C:22]([N:27]([CH2:37][C:38]3[CH:43]=[CH:42][C:41]([O:44][CH3:45])=[CH:40][CH:39]=3)[CH2:28][C:29]3[CH:34]=[CH:33][C:32]([O:35][CH3:36])=[CH:31][CH:30]=3)[N:21]=2)=[CH:18][CH:17]=[CH:16][N:15]=1, predict the reaction product. The product is: [CH3:45][O:44][C:41]1[CH:40]=[CH:39][C:38]([CH2:37][N:27]([CH2:28][C:29]2[CH:30]=[CH:31][C:32]([O:35][CH3:36])=[CH:33][CH:34]=2)[C:22]2[N:23]=[C:24]([CH3:26])[N:25]=[C:20]([C:19]3[C:14]([NH:12][C:7]4[CH:8]=[C:9]5[C:4](=[CH:5][CH:6]=4)[N:3]=[C:2]([CH3:1])[CH:11]=[CH:10]5)=[N:15][CH:16]=[CH:17][CH:18]=3)[N:21]=2)=[CH:43][CH:42]=1.